Dataset: Choline transporter screen with 302,306 compounds. Task: Binary Classification. Given a drug SMILES string, predict its activity (active/inactive) in a high-throughput screening assay against a specified biological target. (1) The compound is S(=O)(=O)(N1CN2CN(CC2)C1)c1ccc(OCC)cc1. The result is 0 (inactive). (2) The compound is Clc1cc2n(CCCO)c(nc2cc1Cl)C. The result is 0 (inactive). (3) The compound is O(c1ccc(n2c(N)cc(=O)[nH]c2=O)cc1)C. The result is 0 (inactive). (4) The compound is O=C(Nc1cc(ccc1)C(OCC)=O)Cn1nc2CCC(Cc2c1)C. The result is 0 (inactive). (5) The molecule is S(=O)(=O)(N1CCCCC1)c1sc(nn1)NC(=O)C(Oc1ccccc1)C. The result is 0 (inactive). (6) The result is 0 (inactive). The compound is Fc1ccc(N2CCN(CC2)C(=O)COc2cc3CCCc3cc2)cc1. (7) The compound is S(CC(=O)Nc1ccc(OCc2ccccc2)cc1)c1n(C)cnn1. The result is 0 (inactive). (8) The molecule is Brc1ccc(c2nn(CCC(O)=O)cc2/C=C2\C(=O)NC(=O)NC2=O)cc1. The result is 0 (inactive). (9) The drug is O=C(N1CCN(CC1)Cc1c([N+]([O-])=O)cccc1)c1ccc([N+]([O-])=O)cc1. The result is 0 (inactive). (10) The molecule is O=C1NC2(NN1c1ccccc1)C(CCCC2)CC=C. The result is 0 (inactive).